Dataset: Full USPTO retrosynthesis dataset with 1.9M reactions from patents (1976-2016). Task: Predict the reactants needed to synthesize the given product. (1) Given the product [CH3:21][C:17]1([C:15]2[C:10]3[CH2:9][N:8]([C:6]([O:5][C:1]([CH3:4])([CH3:3])[CH3:2])=[O:7])[CH2:13][CH2:12][C:11]=3[NH:23][N:22]=2)[CH2:20][CH2:19][CH2:18]1, predict the reactants needed to synthesize it. The reactants are: [C:1]([O:5][C:6]([N:8]1[CH2:13][CH2:12][C:11](=O)[CH:10]([C:15]([C:17]2([CH3:21])[CH2:20][CH2:19][CH2:18]2)=O)[CH2:9]1)=[O:7])([CH3:4])([CH3:3])[CH3:2].[NH2:22][NH2:23].O. (2) Given the product [Cl:22][C:23]1[CH:28]=[C:27]2[C:26](=[CH:25][CH:24]=1)[N:29]([CH2:31][CH2:32][CH2:33][C:34]1[CH:39]=[CH:38][C:37]([F:40])=[CH:36][CH:35]=1)[C:66]1[CH2:71][N:59]([CH3:60])[CH2:63][CH2:64][C:65]2=1, predict the reactants needed to synthesize it. The reactants are: Cl.ClC1C=CC(NN)=CC=1.BrCCCC1C=CC(F)=CC=1.[Cl:22][C:23]1[CH:28]=[CH:27][C:26]([N:29]([CH2:31][CH2:32][CH2:33][C:34]2[CH:39]=[CH:38][C:37]([F:40])=[CH:36][CH:35]=2)N)=[CH:25][CH:24]=1.C(OC(OCC)CCCNC)C.ClC1C=C2[C:60](=CC=1)[N:59]([CH2:63][CH2:64][CH2:65][C:66]1[CH:71]=CC(F)=CC=1)C=C2CCNC.C=O.C(O)(C(F)(F)F)=O. (3) Given the product [CH3:29][O:28][N:30]=[CH:25][C:24]1[CH:23]=[CH:22][S:21][C:20]=1[CH2:19][O:18][Si:1]([C:14]([CH3:17])([CH3:16])[CH3:15])([C:2]1[CH:7]=[CH:6][CH:5]=[CH:4][CH:3]=1)[C:8]1[CH:13]=[CH:12][CH:11]=[CH:10][CH:9]=1, predict the reactants needed to synthesize it. The reactants are: [Si:1]([O:18][CH2:19][C:20]1[S:21][CH:22]=[CH:23][C:24]=1[CH:25]=O)([C:14]([CH3:17])([CH3:16])[CH3:15])([C:8]1[CH:13]=[CH:12][CH:11]=[CH:10][CH:9]=1)[C:2]1[CH:7]=[CH:6][CH:5]=[CH:4][CH:3]=1.Cl.[O:28]([NH2:30])[CH3:29].C([O-])(=O)C.[Na+].C(=O)(O)[O-].[Na+]. (4) Given the product [CH3:1][N:2]1[CH:6]=[C:5]([C:7]2[CH:12]=[CH:11][N:10]=[CH:9][CH:8]=2)[C:4]([C:13]2[CH:29]=[CH:28][C:16]([O:17][CH2:18][C:19]3[N:36]([CH2:37][C:38]([F:41])([F:40])[F:39])[C:21]4[CH:27]=[CH:26][CH:25]=[CH:24][C:22]=4[N:23]=3)=[CH:15][CH:14]=2)=[N:3]1, predict the reactants needed to synthesize it. The reactants are: [CH3:1][N:2]1[CH:6]=[C:5]([C:7]2[CH:12]=[CH:11][N:10]=[CH:9][CH:8]=2)[C:4]([C:13]2[CH:29]=[CH:28][C:16]([O:17][CH2:18][C:19]3S[C:21]4[CH:27]=[CH:26][CH:25]=[CH:24][C:22]=4[N:23]=3)=[CH:15][CH:14]=2)=[N:3]1.ClCC1[N:36]([CH2:37][C:38]([F:41])([F:40])[F:39])C2C=CC=CC=2N=1. (5) Given the product [Cl:1][C:2]1[CH:7]=[N:6][C:5]([N:8]2[CH2:13][CH2:12][CH:11]([C@H:14]3[CH2:16][C@H:15]3[CH2:17][CH2:18][O:19][C:20]3[CH:25]=[CH:24][C:23]([CH2:26][C:27]([NH:37][NH2:38])=[O:28])=[C:22]([F:30])[CH:21]=3)[CH2:10][CH2:9]2)=[N:4][CH:3]=1, predict the reactants needed to synthesize it. The reactants are: [Cl:1][C:2]1[CH:3]=[N:4][C:5]([N:8]2[CH2:13][CH2:12][CH:11]([C@H:14]3[CH2:16][C@H:15]3[CH2:17][CH2:18][O:19][C:20]3[CH:25]=[CH:24][C:23]([CH2:26][C:27](O)=[O:28])=[C:22]([F:30])[CH:21]=3)[CH2:10][CH2:9]2)=[N:6][CH:7]=1.ClC(OC)=O.O.[NH2:37][NH2:38]. (6) Given the product [Cl:17][C:18]1[CH:19]=[C:20]([F:26])[C:21]2[N:22]([C:14]([CH2:13][C:9]3[CH:10]=[C:11]4[C:6](=[CH:7][CH:8]=3)[N:5]=[CH:4][C:3]([O:2][CH3:1])=[CH:12]4)=[N:25][N:24]=2)[CH:23]=1, predict the reactants needed to synthesize it. The reactants are: [CH3:1][O:2][C:3]1[CH:4]=[N:5][C:6]2[C:11]([CH:12]=1)=[CH:10][C:9]([CH2:13][C:14](O)=O)=[CH:8][CH:7]=2.[Cl:17][C:18]1[CH:19]=[C:20]([F:26])[C:21]([NH:24][NH2:25])=[N:22][CH:23]=1.C1(P(C2C=CC=CC=2)C2C=CC=CC=2)C=CC=CC=1.CCN(C(C)C)C(C)C.ClC(Cl)(Cl)C#N. (7) Given the product [N:4]1([CH2:36][CH2:37][O:34][C:33](=[O:35])[CH2:32][N:9]([CH2:8][CH2:7][CH2:6][CH2:5][N:4]([CH2:1][CH2:2][CH3:3])[CH2:36][CH2:37][CH3:38])[CH2:10][C:11]2[CH:16]=[CH:15][C:14]([CH2:17][N:18]([CH2:26][C:27]3[NH:28][CH:29]=[CH:30][N:31]=3)[CH2:19][C:20]3[N:21]([CH3:25])[CH:22]=[CH:23][N:24]=3)=[CH:13][CH:12]=2)[CH2:5][CH2:6][O:43][CH2:2][CH2:1]1, predict the reactants needed to synthesize it. The reactants are: [CH2:1]([N:4]([CH2:36][CH2:37][CH3:38])[CH2:5][CH2:6][CH2:7][CH2:8][N:9]([CH2:32][C:33]([OH:35])=[O:34])[CH2:10][C:11]1[CH:16]=[CH:15][C:14]([CH2:17][N:18]([CH2:26][C:27]2[NH:28][CH:29]=[CH:30][N:31]=2)[CH2:19][C:20]2[N:21]([CH3:25])[CH:22]=[CH:23][N:24]=2)=[CH:13][CH:12]=1)[CH2:2][CH3:3].C(Cl)(Cl)Cl.[OH2:43]. (8) Given the product [O:1]=[C:2]1[C:10]2[C:5](=[CH:6][CH:7]=[CH:8][CH:9]=2)[C:4](=[O:11])[N:3]1[CH2:12][CH2:13][CH2:14][CH2:15][N:16]1[CH2:17][CH2:18][N:19]([C:43]2[N:48]=[C:47]([O:49][CH3:50])[C:46]([S:51][C:52]3[N:57]=[C:56]([NH:58][C:59](=[O:61])[CH3:60])[CH:55]=[CH:54][N:53]=3)=[C:45]([O:62][CH3:63])[N:44]=2)[CH2:20][CH2:21]1, predict the reactants needed to synthesize it. The reactants are: [O:1]=[C:2]1[C:10]2[C:5](=[CH:6][CH:7]=[CH:8][CH:9]=2)[C:4](=[O:11])[N:3]1[CH2:12][CH2:13][CH2:14][CH2:15][N:16]1[CH2:21][CH2:20][N:19](C(OC(C)(C)C)=O)[CH2:18][CH2:17]1.C(O)(C(F)(F)F)=O.C([O-])([O-])=O.[K+].[K+].F[C:43]1[N:48]=[C:47]([O:49][CH3:50])[C:46]([S:51][C:52]2[N:57]=[C:56]([NH:58][C:59](=[O:61])[CH3:60])[CH:55]=[CH:54][N:53]=2)=[C:45]([O:62][CH3:63])[N:44]=1.